Dataset: Forward reaction prediction with 1.9M reactions from USPTO patents (1976-2016). Task: Predict the product of the given reaction. (1) Given the reactants [CH:1]1([C:4]#[C:5][C:6]2[CH:7]=[CH:8][C:9]([C:12]([O:14]C)=[O:13])=[N:10][CH:11]=2)[CH2:3][CH2:2]1.[OH-].[K+], predict the reaction product. The product is: [CH:1]1([C:4]#[C:5][C:6]2[CH:7]=[CH:8][C:9]([C:12]([OH:14])=[O:13])=[N:10][CH:11]=2)[CH2:3][CH2:2]1. (2) The product is: [C:12]([CH2:13][CH:14]([NH:20][C:21](=[O:22])[O:23][C:24]([CH3:27])([CH3:26])[CH3:25])[C:15]1[CH:19]=[CH:18][S:17][CH:16]=1)#[N:29]. Given the reactants CC1C=CC(S(O[CH2:12][CH2:13][CH:14]([NH:20][C:21]([O:23][C:24]([CH3:27])([CH3:26])[CH3:25])=[O:22])[C:15]2[CH:19]=[CH:18][S:17][CH:16]=2)(=O)=O)=CC=1.[C-]#[N:29].[Na+].[Na+].[Cl-], predict the reaction product. (3) The product is: [Cl:8][C:9]1[CH:10]=[C:11]([Cl:18])[CH:12]=[C:13]([Cl:16])[C:14]=1[OH:15]. Given the reactants C1(O)C=CC=CC=1.[Cl:8][C:9]1[C:14]([OH:15])=[C:13]([Cl:16])[C:12](Cl)=[C:11]([Cl:18])[C:10]=1Cl, predict the reaction product. (4) Given the reactants [C:1]([O:5][C:6](=[O:34])[C:7]1[CH:12]=[CH:11][C:10]([C:13](=O)[CH2:14][C@@:15]([C:24]2[CH:29]=[C:28]([Cl:30])[CH:27]=[C:26]([Cl:31])[CH:25]=2)([CH2:20][N+:21]([O-])=O)[C:16]([F:19])([F:18])[F:17])=[CH:9][C:8]=1[CH3:33])([CH3:4])([CH3:3])[CH3:2], predict the reaction product. The product is: [C:1]([O:5][C:6](=[O:34])[C:7]1[CH:12]=[CH:11][C:10]([C:13]2[CH2:14][C@:15]([C:24]3[CH:29]=[C:28]([Cl:30])[CH:27]=[C:26]([Cl:31])[CH:25]=3)([C:16]([F:19])([F:18])[F:17])[CH2:20][N:21]=2)=[CH:9][C:8]=1[CH3:33])([CH3:4])([CH3:3])[CH3:2]. (5) Given the reactants [F:1][C:2]1[CH:3]=[C:4]([CH:8]=[CH:9][C:10]=1[C:11]([F:14])([F:13])[F:12])[C:5]([NH2:7])=[O:6].C(Cl)(=O)[C:16](Cl)=[O:17], predict the reaction product. The product is: [F:1][C:2]1[CH:3]=[C:4]([CH:8]=[CH:9][C:10]=1[C:11]([F:12])([F:13])[F:14])[C:5]([N:7]=[C:16]=[O:17])=[O:6].